From a dataset of Reaction yield outcomes from USPTO patents with 853,638 reactions. Predict the reaction yield, written as a fraction of the theoretical maximum amount of product (1.0 means a 100% yield; for example, 0.34 means a 34% yield). The reactants are FC(F)(F)S(O[C:7]1[CH:8]=[C:9]([CH:13]([CH3:18])[C:14]([O:16][CH3:17])=[O:15])[CH:10]=[CH:11][CH:12]=1)(=O)=O.[CH3:21][O:22][C:23]1[CH:24]=[C:25]([CH:27]=[C:28]([C:30]([F:33])([F:32])[F:31])[CH:29]=1)[NH2:26].CC1(C)C2C(=C(P(C3C=CC=CC=3)C3C=CC=CC=3)C=CC=2)OC2C(P(C3C=CC=CC=3)C3C=CC=CC=3)=CC=CC1=2.[O-]P([O-])([O-])=O.[K+].[K+].[K+]. The catalyst is C1(C)C=CC=CC=1.C1C=CC(/C=C/C(/C=C/C2C=CC=CC=2)=O)=CC=1.C1C=CC(/C=C/C(/C=C/C2C=CC=CC=2)=O)=CC=1.C1C=CC(/C=C/C(/C=C/C2C=CC=CC=2)=O)=CC=1.[Pd].[Pd]. The product is [CH3:21][O:22][C:23]1[CH:24]=[C:25]([NH:26][C:7]2[CH:8]=[C:9]([CH:13]([CH3:18])[C:14]([O:16][CH3:17])=[O:15])[CH:10]=[CH:11][CH:12]=2)[CH:27]=[C:28]([C:30]([F:31])([F:33])[F:32])[CH:29]=1. The yield is 0.560.